This data is from Catalyst prediction with 721,799 reactions and 888 catalyst types from USPTO. The task is: Predict which catalyst facilitates the given reaction. (1) Reactant: [F:1][C:2]1[CH:3]=[C:4]([NH:8][CH2:9][CH3:10])[CH:5]=[CH:6][CH:7]=1.[S:11]1[CH2:17][C:15](=[O:16])[NH:14][C:12]1=S.CCN(C(C)C)C(C)C. Product: [F:1][C:2]1[CH:3]=[C:4]([N:8]([CH2:9][CH3:10])[C:12]2[S:11][CH2:17][C:15](=[O:16])[N:14]=2)[CH:5]=[CH:6][CH:7]=1. The catalyst class is: 10. (2) Reactant: [CH2:1]([C:3]1[N:7]([C:8]2[N:16]=[C:15]3[C:11]([N:12]=[C:13]([CH:18]=O)[N:14]3[CH3:17])=[C:10]([N:20]3[CH2:25][CH2:24][O:23][CH2:22][CH2:21]3)[N:9]=2)[C:6]2[CH:26]=[CH:27][CH:28]=[CH:29][C:5]=2[N:4]=1)[CH3:2].[NH:30]1[CH2:35][CH2:34][CH:33]([N:36]2[CH2:39][CH:38]([OH:40])[CH2:37]2)[CH2:32][CH2:31]1.C(O[BH-](OC(=O)C)OC(=O)C)(=O)C.[Na+]. Product: [CH2:1]([C:3]1[N:7]([C:8]2[N:16]=[C:15]3[C:11]([N:12]=[C:13]([CH2:18][N:30]4[CH2:35][CH2:34][CH:33]([N:36]5[CH2:39][CH:38]([OH:40])[CH2:37]5)[CH2:32][CH2:31]4)[N:14]3[CH3:17])=[C:10]([N:20]3[CH2:25][CH2:24][O:23][CH2:22][CH2:21]3)[N:9]=2)[C:6]2[CH:26]=[CH:27][CH:28]=[CH:29][C:5]=2[N:4]=1)[CH3:2]. The catalyst class is: 26. (3) Reactant: [C:1]([N:4]1[C:13]2[C:8](=[CH:9][C:10]([C:14]3[CH:23]=[CH:22][C:17]([C:18]([O:20]C)=[O:19])=[CH:16][N:15]=3)=[CH:11][CH:12]=2)[C@H:7]([NH:24][C:25]2[CH:30]=[CH:29][C:28]([C:31]#[N:32])=[CH:27][N:26]=2)[CH2:6][C@@H:5]1[CH3:33])(=[O:3])[CH3:2].[OH-].[Li+].C(O)(=O)C. Product: [C:1]([N:4]1[C:13]2[C:8](=[CH:9][C:10]([C:14]3[CH:23]=[CH:22][C:17]([C:18]([OH:20])=[O:19])=[CH:16][N:15]=3)=[CH:11][CH:12]=2)[C@H:7]([NH:24][C:25]2[CH:30]=[CH:29][C:28]([C:31]#[N:32])=[CH:27][N:26]=2)[CH2:6][C@@H:5]1[CH3:33])(=[O:3])[CH3:2]. The catalyst class is: 8. (4) Reactant: [C:1]1([CH2:7][CH:8]=O)[CH:6]=[CH:5][CH:4]=[CH:3][CH:2]=1.C[Si]([C:14]#[N:15])(C)C.[NH2:16][C:17]1[CH:22]=[CH:21][C:20]([C:23]([OH:32])([C:28]([F:31])([F:30])[F:29])[C:24]([F:27])([F:26])[F:25])=[CH:19][CH:18]=1. Product: [C:1]1([CH2:7][CH:8]([NH:16][C:17]2[CH:18]=[CH:19][C:20]([C:23]([OH:32])([C:24]([F:25])([F:26])[F:27])[C:28]([F:29])([F:30])[F:31])=[CH:21][CH:22]=2)[C:14]#[N:15])[CH:2]=[CH:3][CH:4]=[CH:5][CH:6]=1. The catalyst class is: 34. (5) Reactant: N#N.[CH3:3][C:4]1[O:5][C:6]([C:12]2[CH:17]=[CH:16][C:15]([NH:18][C:19](=[O:33])[CH2:20][C:21]3[CH:26]=[C:25]([O:27]C)[C:24]([O:29]C)=[C:23]([O:31]C)[CH:22]=3)=[CH:14][C:13]=2[N+:34]([O-:36])=[O:35])=[CH:7][C:8]=1[C:9]([OH:11])=[O:10].B(Br)(Br)Br.O. Product: [CH3:3][C:4]1[O:5][C:6]([C:12]2[CH:17]=[CH:16][C:15]([NH:18][C:19](=[O:33])[CH2:20][C:21]3[CH:26]=[C:25]([OH:27])[C:24]([OH:29])=[C:23]([OH:31])[CH:22]=3)=[CH:14][C:13]=2[N+:34]([O-:36])=[O:35])=[CH:7][C:8]=1[C:9]([OH:11])=[O:10]. The catalyst class is: 61. (6) Reactant: [Cl:1][C:2]1[CH:3]=[C:4]2[C:13](=[C:14]3[C:19]=1[CH:18]=[CH:17][CH:16]=[N:15]3)[NH:12][S:11](=[O:21])(=[O:20])[C:10]1[C:5]2=[CH:6][C:7](F)=[CH:8][CH:9]=1.[OH:23][CH:24]1[CH2:29][CH2:28][NH:27][CH2:26][CH2:25]1. Product: [Cl:1][C:2]1[CH:3]=[C:4]2[C:13](=[C:14]3[C:19]=1[CH:18]=[CH:17][CH:16]=[N:15]3)[NH:12][S:11](=[O:21])(=[O:20])[C:10]1[C:5]2=[CH:6][C:7]([N:27]2[CH2:28][CH2:29][CH:24]([OH:23])[CH2:25][CH2:26]2)=[CH:8][CH:9]=1. The catalyst class is: 37. (7) Reactant: [H-].[Al+3].[Li+].[H-].[H-].[H-].[CH3:7][O:8][C:9]1[C:18]2[C:13](=[CH:14][CH:15]=[CH:16][CH:17]=2)[C:12]([O:19][CH3:20])=[CH:11][C:10]=1[C:21](OC)=[O:22].[NH4+].[Cl-].Cl. Product: [CH3:7][O:8][C:9]1[C:18]2[C:13](=[CH:14][CH:15]=[CH:16][CH:17]=2)[C:12]([O:19][CH3:20])=[CH:11][C:10]=1[CH2:21][OH:22]. The catalyst class is: 798. (8) Reactant: C(OC(=O)[NH:7][CH2:8][CH2:9][CH2:10][CH2:11][C:12]1[CH:17]=[CH:16][C:15]([O:18][CH2:19][CH2:20][N:21]([CH2:29][C@@H:30]([OH:35])[C@@H:31]([OH:34])[CH2:32][OH:33])[CH2:22][C@@H:23]([OH:28])[C@@H:24]([OH:27])[CH2:25][OH:26])=[CH:14][CH:13]=1)(C)(C)C.Cl. Product: [OH:35][C@@H:30]([C@@H:31]([OH:34])[CH2:32][OH:33])[CH2:29][N:21]([CH2:22][C@@H:23]([OH:28])[C@@H:24]([OH:27])[CH2:25][OH:26])[CH2:20][CH2:19][O:18][C:15]1[CH:14]=[CH:13][C:12]([CH2:11][CH2:10][CH2:9][CH2:8][NH2:7])=[CH:17][CH:16]=1. The catalyst class is: 8.